Dataset: Forward reaction prediction with 1.9M reactions from USPTO patents (1976-2016). Task: Predict the product of the given reaction. (1) Given the reactants [CH2:1]([C@@H:8]1[C@@H:16]([O:17][CH2:18][CH2:19][C:20]([CH3:22])=[CH2:21])[C@H:15]([CH3:23])[O:14][C:13](=[O:24])[C@@H:12]([NH:25][C:26](=[O:32])[O:27][C:28]([CH3:31])([CH3:30])[CH3:29])[CH2:11][O:10][CH2:9]1)[C:2]1[CH:7]=[CH:6][CH:5]=[CH:4][CH:3]=1, predict the reaction product. The product is: [CH2:1]([C@@H:8]1[C@@H:16]([O:17][CH2:18][CH2:19][CH:20]([CH3:22])[CH3:21])[C@H:15]([CH3:23])[O:14][C:13](=[O:24])[C@@H:12]([NH:25][C:26](=[O:32])[O:27][C:28]([CH3:30])([CH3:29])[CH3:31])[CH2:11][O:10][CH2:9]1)[C:2]1[CH:7]=[CH:6][CH:5]=[CH:4][CH:3]=1. (2) Given the reactants [CH2:1]([O:8][C@@H:9]1[C@@H:14]([CH2:15][O:16][CH2:17][C:18]2[CH:23]=[CH:22][CH:21]=[CH:20][CH:19]=2)[O:13][CH:12]=[CH:11][C@H:10]1[OH:24])[C:2]1[CH:7]=[CH:6][CH:5]=[CH:4][CH:3]=1.O.Br.C(=O)([O-])[O-:28].[Na+].[Na+], predict the reaction product. The product is: [CH2:1]([O:8][C@H:9]([C@@H:14]([CH2:15][O:16][CH2:17][C:18]1[CH:23]=[CH:22][CH:21]=[CH:20][CH:19]=1)[OH:13])[C@H:10]([OH:24])[CH2:11][CH:12]=[O:28])[C:2]1[CH:7]=[CH:6][CH:5]=[CH:4][CH:3]=1. (3) Given the reactants Br[C:2]1[CH:3]=[CH:4][C:5]2[N:6]([C:8]([C:11]([F:14])([F:13])[F:12])=[N:9][N:10]=2)[CH:7]=1.[F:15][C:16]([F:28])([F:27])[O:17][C:18]1[CH:23]=[CH:22][C:21](B(O)O)=[CH:20][CH:19]=1.C(=O)([O-])[O-].[Na+].[Na+].O, predict the reaction product. The product is: [F:15][C:16]([F:27])([F:28])[O:17][C:18]1[CH:23]=[CH:22][C:21]([C:2]2[CH:3]=[CH:4][C:5]3[N:6]([C:8]([C:11]([F:14])([F:13])[F:12])=[N:9][N:10]=3)[CH:7]=2)=[CH:20][CH:19]=1. (4) Given the reactants Cl[CH2:2][C:3]1[N:4]=[C:5]([C:9]2[CH:14]=[CH:13][CH:12]=[CH:11][CH:10]=2)[O:6][C:7]=1[CH3:8].[OH:15][C:16]1[CH:21]=[CH:20][C:19]([C:22]([C:24]2[C:29]([CH3:30])=[CH:28][C:27]([O:31][CH3:32])=[CH:26][C:25]=2[O:33][CH2:34][O:35][CH3:36])=[O:23])=[CH:18][CH:17]=1.C(=O)([O-])[O-].[K+].[K+].CN(C)C=O, predict the reaction product. The product is: [CH3:32][O:31][C:27]1[CH:28]=[C:29]([CH3:30])[C:24]([C:22]([C:19]2[CH:20]=[CH:21][C:16]([O:15][CH2:2][C:3]3[N:4]=[C:5]([C:9]4[CH:14]=[CH:13][CH:12]=[CH:11][CH:10]=4)[O:6][C:7]=3[CH3:8])=[CH:17][CH:18]=2)=[O:23])=[C:25]([O:33][CH2:34][O:35][CH3:36])[CH:26]=1. (5) The product is: [NH2:1][C:2]1[CH:7]=[CH:6][CH:5]=[CH:4][C:3]=1[NH:8][C:9]1[CH:10]=[CH:11][C:12]2[C:18](=[O:19])[C:17]3[CH:20]=[CH:21][CH:22]=[C:23]([O:24][CH2:25][C@H:26]([OH:27])[CH2:30][OH:29])[C:16]=3[CH2:15][CH2:14][C:13]=2[CH:33]=1. Given the reactants [NH2:1][C:2]1[CH:7]=[CH:6][CH:5]=[CH:4][C:3]=1[NH:8][C:9]1[CH:10]=[CH:11][C:12]2[C:18](=[O:19])[C:17]3[CH:20]=[CH:21][CH:22]=[C:23]([O:24][CH2:25][C@H:26]4[CH2:30][O:29]C(C)(C)[O:27]4)[C:16]=3[CH2:15][CH2:14][C:13]=2[CH:33]=1.O.C1(C)C=CC(S(O)(=O)=O)=CC=1, predict the reaction product. (6) The product is: [C:1]1([C:32]2[CH:37]=[CH:36][CH:35]=[CH:34][CH:33]=2)[CH:6]=[CH:5][C:4]([C@@:7]2([S:30][CH3:31])[CH2:11][N:10]([C:12](=[O:26])[C@@H:13]([NH:18][C:19](=[O:20])[O:21][C:22]([CH3:25])([CH3:23])[CH3:24])[C:14]([CH3:16])([CH3:17])[CH3:15])[C@H:9]([C:27](=[O:29])[NH:49][C@:50]3([C:55](=[O:56])[NH:57][S:58]([CH:61]4[CH2:63][CH2:62]4)(=[O:60])=[O:59])[CH2:52][C@H:51]3[CH:53]=[CH2:54])[CH2:8]2)=[CH:3][CH:2]=1. Given the reactants [C:1]1([C:32]2[CH:37]=[CH:36][CH:35]=[CH:34][CH:33]=2)[CH:6]=[CH:5][C:4]([C@@:7]2([S:30][CH3:31])[CH2:11][N:10]([C:12](=[O:26])[C@@H:13]([NH:18][C:19]([O:21][C:22]([CH3:25])([CH3:24])[CH3:23])=[O:20])[C:14]([CH3:17])([CH3:16])[CH3:15])[C@H:9]([C:27]([OH:29])=O)[CH2:8]2)=[CH:3][CH:2]=1.C1(C)C=CC(S(O)(=O)=O)=CC=1.[NH2:49][C@:50]1([C:55]([NH:57][S:58]([CH:61]2[CH2:63][CH2:62]2)(=[O:60])=[O:59])=[O:56])[CH2:52][C@H:51]1[CH:53]=[CH2:54].O.CN(C(ON1N=NC2C=CC=NC1=2)=[N+](C)C)C.F[P-](F)(F)(F)(F)F.C(N(CC)C(C)C)(C)C, predict the reaction product.